Dataset: Full USPTO retrosynthesis dataset with 1.9M reactions from patents (1976-2016). Task: Predict the reactants needed to synthesize the given product. (1) Given the product [C:15]([C:19]1[CH:33]=[CH:32][C:22]([O:23][CH2:24][C:25]([OH:27])=[O:26])=[CH:21][CH:20]=1)([CH3:18])([CH3:16])[CH3:17], predict the reactants needed to synthesize it. The reactants are: C(C1C=CC(OCC(O)=O)=CC=1)CC.[C:15]([C:19]1[CH:33]=[CH:32][C:22]([O:23][CH2:24][C:25]([O:27]C(C)(C)C)=[O:26])=[CH:21][CH:20]=1)([CH3:18])([CH3:17])[CH3:16]. (2) Given the product [F:1][C:2]1[CH:11]=[CH:10][C:9]([S:13]([Cl:12])(=[O:15])=[O:14])=[C:8]2[C:3]=1[CH:4]=[CH:5][CH:6]=[N:7]2, predict the reactants needed to synthesize it. The reactants are: [F:1][C:2]1[CH:11]=[CH:10][CH:9]=[C:8]2[C:3]=1[CH:4]=[CH:5][CH:6]=[N:7]2.[Cl:12][S:13](O)(=[O:15])=[O:14]. (3) Given the product [CH3:12][C:13]1[CH:21]=[C:20]([C:22]([F:23])([F:24])[F:25])[CH:19]=[CH:18][C:14]=1[C:15]([NH:11][C@@H:7]1[CH2:8][CH2:9][CH2:10][C@@H:6]1[N:1]1[CH2:2][CH2:3][CH2:4][CH2:5]1)=[O:16], predict the reactants needed to synthesize it. The reactants are: [N:1]1([C@H:6]2[CH2:10][CH2:9][CH2:8][C@H:7]2[NH2:11])[CH2:5][CH2:4][CH2:3][CH2:2]1.[CH3:12][C:13]1[CH:21]=[C:20]([C:22]([F:25])([F:24])[F:23])[CH:19]=[CH:18][C:14]=1[C:15](O)=[O:16].